Dataset: Full USPTO retrosynthesis dataset with 1.9M reactions from patents (1976-2016). Task: Predict the reactants needed to synthesize the given product. (1) Given the product [Cl:8][C:9]1[CH:17]=[C:16]2[C:12]([CH:13]([CH:19]([CH2:4][N+:1]([O-:3])=[O:2])[CH2:20][C:21]([CH3:24])([CH3:23])[CH3:22])[C:14](=[O:18])[NH:15]2)=[CH:11][CH:10]=1, predict the reactants needed to synthesize it. The reactants are: [N+:1]([CH3:4])([O-:3])=[O:2].C[O-].[Na+].[Cl:8][C:9]1[CH:17]=[C:16]2[C:12](/[C:13](=[CH:19]/[CH2:20][C:21]([CH3:24])([CH3:23])[CH3:22])/[C:14](=[O:18])[NH:15]2)=[CH:11][CH:10]=1.C(O)(=O)C. (2) Given the product [CH2:1]([O:3][C:4]1[N:8]([C:9]2[C:17]3[O:16][CH2:15][C@H:14]([NH:18][C:19]4[CH:32]=[CH:31][C:22]5[C@H:23]([CH2:26][C:27]([OH:29])=[O:28])[CH2:24][O:25][C:21]=5[CH:20]=4)[C:13]=3[CH:12]=[CH:11][CH:10]=2)[C:7]2[CH:39]=[C:40]([F:43])[CH:41]=[CH:42][C:6]=2[N:5]=1)[CH3:2], predict the reactants needed to synthesize it. The reactants are: [CH2:1]([O:3][C:4]1[N:8]([C:9]2[C:17]3[O:16][CH2:15][C@H:14]([N:18](C(=O)C(F)(F)F)[C:19]4[CH:32]=[CH:31][C:22]5[C@H:23]([CH2:26][C:27]([O:29]C)=[O:28])[CH2:24][O:25][C:21]=5[CH:20]=4)[C:13]=3[CH:12]=[CH:11][CH:10]=2)[C:7]2[CH:39]=[C:40]([F:43])[CH:41]=[CH:42][C:6]=2[N:5]=1)[CH3:2].[OH-].[Na+].Cl. (3) Given the product [CH:1](=[O:9])[CH2:2][CH2:3][CH2:4][CH2:5][CH2:6][CH2:7][CH3:8], predict the reactants needed to synthesize it. The reactants are: [CH2:1]([OH:9])[CH2:2][CH2:3][CH2:4][CH2:5][CH2:6][CH2:7][CH3:8].C(=O)([O-])O.[Na+].C1C(=O)N(Br)C(=O)C1. (4) Given the product [OH:40][CH2:39][CH2:38][CH2:37][N:36]([CH2:2][C:3]1[N:7]([CH2:8][C@H:9]2[CH2:14][CH2:13][CH2:12][N:11]([C:15]([O:17][C:18]([CH3:21])([CH3:20])[CH3:19])=[O:16])[CH2:10]2)[C:6]2[CH:22]=[CH:23][CH:24]=[CH:25][C:5]=2[N:4]=1)[C@@H:34]1[C:35]2[N:26]=[CH:27][CH:28]=[CH:29][C:30]=2[CH2:31][CH2:32][CH2:33]1, predict the reactants needed to synthesize it. The reactants are: Cl[CH2:2][C:3]1[N:7]([CH2:8][C@H:9]2[CH2:14][CH2:13][CH2:12][N:11]([C:15]([O:17][C:18]([CH3:21])([CH3:20])[CH3:19])=[O:16])[CH2:10]2)[C:6]2[CH:22]=[CH:23][CH:24]=[CH:25][C:5]=2[N:4]=1.[N:26]1[C:35]2[C@@H:34]([NH:36][CH2:37][CH2:38][CH2:39][OH:40])[CH2:33][CH2:32][CH2:31][C:30]=2[CH:29]=[CH:28][CH:27]=1.CN(CC1N(C[C@@H]2CCCN(C(OC(C)(C)C)=O)C2)C2C=CC=CC=2N=1)[C@@H]1C2N=CC=CC=2CCC1. (5) The reactants are: Br[C:2]1[C:3]([CH2:8][CH:9]2[C:17]3[C:12](=[CH:13][CH:14]=[CH:15][CH:16]=3)[C:11]3([C:29]4[C:20](=[CH:21][C:22]5[O:27][CH2:26][CH2:25][O:24][C:23]=5[CH:28]=4)[O:19][CH2:18]3)[C:10]2=[O:30])=[N:4][CH:5]=[CH:6][CH:7]=1.[C-:31]#[N:32].[Na+].O. Given the product [O:30]=[C:10]1[CH:9]([CH2:8][C:3]2[C:2]([C:31]#[N:32])=[CH:7][CH:6]=[CH:5][N:4]=2)[C:17]2[C:12](=[CH:13][CH:14]=[CH:15][CH:16]=2)[C:11]21[C:29]1[C:20](=[CH:21][C:22]3[O:27][CH2:26][CH2:25][O:24][C:23]=3[CH:28]=1)[O:19][CH2:18]2, predict the reactants needed to synthesize it. (6) Given the product [CH3:1][O:2][C:3]1[C:8]([CH2:9][N:10]2[CH2:11][CH2:12][CH:13]([CH2:16][CH2:17][C:18]3[C:19]([C:37]4[S:38][CH:39]=[CH:40][N:41]=4)=[N:20][CH:21]=[CH:22][CH:23]=3)[CH2:14][CH2:15]2)=[CH:7][CH:6]=[CH:5][N:4]=1, predict the reactants needed to synthesize it. The reactants are: [CH3:1][O:2][C:3]1[C:8]([CH2:9][N:10]2[CH2:15][CH2:14][CH:13]([CH2:16][CH2:17][C:18]3[C:19](OS(C(F)(F)F)(=O)=O)=[N:20][CH:21]=[CH:22][CH:23]=3)[CH2:12][CH2:11]2)=[CH:7][CH:6]=[CH:5][N:4]=1.C([Sn](CCCC)(CCCC)[C:37]1[S:38][CH:39]=[CH:40][N:41]=1)CCC.